Dataset: Forward reaction prediction with 1.9M reactions from USPTO patents (1976-2016). Task: Predict the product of the given reaction. (1) Given the reactants [Cl:1][C:2]1[CH:7]=[C:6]2[NH:8][C:9](=[O:41])[C:10]3([CH:15]([C:16]4[CH:21]=[C:20]([Cl:22])[CH:19]=[CH:18][C:17]=4[O:23][C:24]([C:29]([OH:31])=O)([CH2:27][CH3:28])[CH2:25][CH3:26])[CH2:14][C:13](=[O:32])[NH:12][CH:11]3[C:33]3[CH:38]=[C:37]([Cl:39])[CH:36]=[CH:35][C:34]=3[CH3:40])[C:5]2=[CH:4][CH:3]=1.C1N=CN(C(N2C=NC=C2)=O)C=1.[CH3:54][S:55]([NH2:58])(=[O:57])=[O:56].[H-].[Na+].Cl, predict the reaction product. The product is: [Cl:1][C:2]1[CH:7]=[C:6]2[NH:8][C:9](=[O:41])[C:10]3([CH:15]([C:16]4[CH:21]=[C:20]([Cl:22])[CH:19]=[CH:18][C:17]=4[O:23][C:24]([CH2:27][CH3:28])([C:29]([NH:58][S:55]([CH3:54])(=[O:57])=[O:56])=[O:31])[CH2:25][CH3:26])[CH2:14][C:13](=[O:32])[NH:12][CH:11]3[C:33]3[CH:38]=[C:37]([Cl:39])[CH:36]=[CH:35][C:34]=3[CH3:40])[C:5]2=[CH:4][CH:3]=1. (2) Given the reactants [C:1]1([C:11]2[CH:16]=[CH:15][CH:14]=[CH:13][C:12]=2[CH2:17][OH:18])[C:10]2[C:5](=CC=CC=2)[CH:4]=[CH:3][CH:2]=1.[Mg].Br[C:21]1C=CC=CC=1.[CH3:27][C:28]1[CH:42]=[CH:41][C:31]([C:27]([C:28]2[CH:42]=[CH:41][C:31](C)=[CH:30][CH:29]=2)=O)=[CH:30][CH:29]=1, predict the reaction product. The product is: [CH3:27][C:28]1[CH:42]=[CH:41][C:31]([C:16]2[C:11]([C:1]3[CH:2]=[CH:3][C:4]([CH3:21])=[CH:5][CH:10]=3)=[C:12]([CH2:17][OH:18])[CH:13]=[CH:14][CH:15]=2)=[CH:30][CH:29]=1. (3) Given the reactants [NH2:1][C:2]1[CH:10]=[CH:9][C:5]([C:6]([OH:8])=[O:7])=[CH:4][C:3]=1[CH3:11].[CH2:12](O)[CH3:13], predict the reaction product. The product is: [NH2:1][C:2]1[CH:10]=[CH:9][C:5]([C:6]([O:8][CH2:12][CH3:13])=[O:7])=[CH:4][C:3]=1[CH3:11]. (4) The product is: [CH2:1]([O:3][C:4](=[O:26])[CH2:5][C:6]1[CH:11]=[CH:10][C:9]([NH2:12])=[C:8]([O:15][C:16]2[CH:21]=[C:20]([C:22]#[N:23])[CH:19]=[C:18]([Br:24])[CH:17]=2)[C:7]=1[F:25])[CH3:2]. Given the reactants [CH2:1]([O:3][C:4](=[O:26])[CH2:5][C:6]1[CH:11]=[CH:10][C:9]([N+:12]([O-])=O)=[C:8]([O:15][C:16]2[CH:21]=[C:20]([C:22]#[N:23])[CH:19]=[C:18]([Br:24])[CH:17]=2)[C:7]=1[F:25])[CH3:2].[NH4+].[Cl-], predict the reaction product. (5) Given the reactants [H-].[Na+].Cl[CH2:4][CH2:5][NH:6][C:7]([NH:9][C:10]1[CH:15]=[CH:14][CH:13]=[CH:12][N:11]=1)=[O:8], predict the reaction product. The product is: [N:11]1[CH:12]=[CH:13][CH:14]=[CH:15][C:10]=1[N:9]1[CH2:4][CH2:5][NH:6][C:7]1=[O:8]. (6) Given the reactants [CH:1]([NH:3][C:4](=[CH:10][C:11]1[CH:16]=[CH:15][CH:14]=[CH:13][CH:12]=1)[C:5]([O:7][CH2:8][CH3:9])=[O:6])=[O:2].C1C(=O)N([Br:24])C(=O)C1.C(N(CC)CC)C, predict the reaction product. The product is: [Br:24][C:10]([C:11]1[CH:12]=[CH:13][CH:14]=[CH:15][CH:16]=1)=[C:4]([NH:3][CH:1]=[O:2])[C:5]([O:7][CH2:8][CH3:9])=[O:6]. (7) Given the reactants [C:1]([O:5][C:6](=[O:19])[NH:7][C@H:8]([C:13](=[O:18])N(OC)C)[CH2:9][CH2:10][CH2:11][CH3:12])([CH3:4])([CH3:3])[CH3:2].[H-].[H-].[H-].[H-].[Li+].[Al+3], predict the reaction product. The product is: [C:1]([O:5][C:6](=[O:19])[NH:7][C@H:8]([CH:13]=[O:18])[CH2:9][CH2:10][CH2:11][CH3:12])([CH3:2])([CH3:3])[CH3:4]. (8) Given the reactants Br[C:2]1[S:30][C:5]2[O:6][C:7]3[CH:28]=[C:27]([CH3:29])[CH:26]=[CH:25][C:8]=3[N:9]=[C:10]([N:11]3[CH2:16][CH2:15][N:14]([CH2:17][C:18]([CH3:24])([CH3:23])[C:19]([O:21][CH3:22])=[O:20])[CH2:13][CH2:12]3)[C:4]=2[CH:3]=1.C(N(C(C)C)CC)(C)C.[CH3:40][CH:41]([SH:43])[CH3:42].CC1(C)C2C(=C(P(C3C=CC=CC=3)C3C=CC=CC=3)C=CC=2)OC2C(P(C3C=CC=CC=3)C3C=CC=CC=3)=CC=CC1=2, predict the reaction product. The product is: [CH:41]([S:43][C:2]1[S:30][C:5]2[O:6][C:7]3[CH:28]=[C:27]([CH3:29])[CH:26]=[CH:25][C:8]=3[N:9]=[C:10]([N:11]3[CH2:16][CH2:15][N:14]([CH2:17][C:18]([CH3:24])([CH3:23])[C:19]([O:21][CH3:22])=[O:20])[CH2:13][CH2:12]3)[C:4]=2[CH:3]=1)([CH3:42])[CH3:40]. (9) Given the reactants [NH2:1][C:2]1[N:7]=[C:6]([C:8]2[O:9][CH:10]=[CH:11][CH:12]=2)[C:5]([C:13]#[N:14])=[C:4](S(C)=O)[N:3]=1.Cl.[NH2:19][CH2:20][C:21]1[C:26]([Cl:27])=[CH:25][C:24]([C:28]([F:31])([F:30])[F:29])=[CH:23][N:22]=1.C1CCN2C(=NCCC2)CC1, predict the reaction product. The product is: [NH2:1][C:2]1[N:3]=[C:4]([NH:19][CH2:20][C:21]2[C:26]([Cl:27])=[CH:25][C:24]([C:28]([F:31])([F:30])[F:29])=[CH:23][N:22]=2)[C:5]([C:13]#[N:14])=[C:6]([C:8]2[O:9][CH:10]=[CH:11][CH:12]=2)[N:7]=1. (10) Given the reactants [NH2:1][C:2]1[CH:10]=[C:9]2[C:5]([C:6]([C:21]3[CH:26]=[CH:25][CH:24]=[CH:23][CH:22]=3)=[N:7][N:8]2[C:11]2[S:12][CH:13]=[C:14]([C:16]([O:18][CH2:19][CH3:20])=[O:17])[N:15]=2)=[CH:4][CH:3]=1.[CH:27](=O)[C:28]1[CH:33]=[CH:32][CH:31]=[CH:30][CH:29]=1.C(O[BH-](OC(=O)C)OC(=O)C)(=O)C.[Na+].O, predict the reaction product. The product is: [CH2:27]([NH:1][C:2]1[CH:10]=[C:9]2[C:5]([C:6]([C:21]3[CH:22]=[CH:23][CH:24]=[CH:25][CH:26]=3)=[N:7][N:8]2[C:11]2[S:12][CH:13]=[C:14]([C:16]([O:18][CH2:19][CH3:20])=[O:17])[N:15]=2)=[CH:4][CH:3]=1)[C:28]1[CH:33]=[CH:32][CH:31]=[CH:30][CH:29]=1.